The task is: Predict which catalyst facilitates the given reaction.. This data is from Catalyst prediction with 721,799 reactions and 888 catalyst types from USPTO. (1) Reactant: [Br:1][C:2]1[C:7]2[CH:8]=[CH:9][NH:10][C:6]=2[C:5]([C:11]([OH:13])=O)=[CH:4][N:3]=1.C1C=CC2N(O)N=[N:20]C=2C=1.CCN=C=NCCCN(C)C.N.C1COCC1. Product: [Br:1][C:2]1[C:7]2[CH:8]=[CH:9][NH:10][C:6]=2[C:5]([C:11]([NH2:20])=[O:13])=[CH:4][N:3]=1. The catalyst class is: 3. (2) Reactant: [Br:1][C:2]1[CH:11]=[C:10]([C:12]([NH:14][N:15]=[C:16]([C:18]2[C:22]([OH:23])=[C:21]([C:24]3[CH:29]=[CH:28][C:27]([C:30]([CH3:33])([CH3:32])[CH3:31])=[CH:26][CH:25]=3)[N:20]([CH3:34])[N:19]=2)[CH3:17])=[O:13])[CH:9]=[CH:8][C:3]=1[C:4]([O:6]C)=[O:5].CO.[OH-].[Na+].Cl. Product: [Br:1][C:2]1[CH:11]=[C:10]([C:12]([NH:14][N:15]=[C:16]([C:18]2[C:22]([OH:23])=[C:21]([C:24]3[CH:25]=[CH:26][C:27]([C:30]([CH3:33])([CH3:32])[CH3:31])=[CH:28][CH:29]=3)[N:20]([CH3:34])[N:19]=2)[CH3:17])=[O:13])[CH:9]=[CH:8][C:3]=1[C:4]([OH:6])=[O:5]. The catalyst class is: 20. (3) Reactant: [Br:1][C:2]1[C:3](=[O:17])[NH:4][C:5](C)=[CH:6][C:7]=1[O:8][CH2:9][C:10]1[CH:15]=[CH:14][CH:13]=[CH:12][CH:11]=1.Br[CH2:19][C:20]1[CH:25]=[CH:24][C:23]([C:26]#[N:27])=[CH:22][CH:21]=1.C([O-])([O-])=O.[K+].[K+]. Product: [CH2:9]([O:8][C:7]1[CH:6]=[CH:5][N:4]([CH2:19][C:20]2[CH:25]=[CH:24][C:23]([C:26]#[N:27])=[CH:22][CH:21]=2)[C:3](=[O:17])[C:2]=1[Br:1])[C:10]1[CH:11]=[CH:12][CH:13]=[CH:14][CH:15]=1. The catalyst class is: 9. (4) Reactant: [NH2:1][C@H:2]1[CH2:7][C@@H:6]([C:8]([F:11])([F:10])[F:9])[CH2:5][N:4]([C:12]2[CH:17]=[CH:16][N:15]=[CH:14][C:13]=2[NH:18][C:19]([C:21]2[C:30]([NH:31]C(=O)OCC3C=CC=CC=3)=[CH:29][C:28]3[C:23](=[CH:24][C:25]([N:42]4[CH2:47][CH2:46][O:45][CH2:44][CH2:43]4)=[CH:26][CH:27]=3)[N:22]=2)=[O:20])[CH2:3]1. Product: [NH2:31][C:30]1[C:21]([C:19]([NH:18][C:13]2[CH:14]=[N:15][CH:16]=[CH:17][C:12]=2[N:4]2[CH2:5][C@H:6]([C:8]([F:10])([F:11])[F:9])[CH2:7][C@H:2]([NH2:1])[CH2:3]2)=[O:20])=[N:22][C:23]2[C:28]([CH:29]=1)=[CH:27][CH:26]=[C:25]([N:42]1[CH2:43][CH2:44][O:45][CH2:46][CH2:47]1)[CH:24]=2. The catalyst class is: 844. (5) The catalyst class is: 47. Product: [Cl:1][C:2]1[CH:3]=[C:4]([CH:7]=[C:8]([O:10][C:11]2[C:16](=[O:17])[N:15]([CH2:18][C:19]3[CH:24]=[C:23]([C:25]([F:27])([F:28])[CH3:26])[C:22](=[O:29])[NH:21][N:20]=3)[CH:14]=[N:13][C:12]=2[C:39]([F:41])([F:42])[F:40])[CH:9]=1)[C:5]#[N:6]. Reactant: [Cl:1][C:2]1[CH:3]=[C:4]([CH:7]=[C:8]([O:10][C:11]2[C:16](=[O:17])[N:15]([CH2:18][C:19]3[CH:24]=[C:23]([C:25]([F:28])([F:27])[CH3:26])[C:22](=[O:29])[N:21](CC4C=CC(OC)=CC=4)[N:20]=3)[CH:14]=[N:13][C:12]=2[C:39]([F:42])([F:41])[F:40])[CH:9]=1)[C:5]#[N:6].O=[N+]([O-])[O-].[O-][N+](=O)[O-].[O-][N+](=O)[O-].[O-][N+](=O)[O-].[O-][N+](=O)[O-].[O-][N+](=O)[O-].[Ce+4].[NH4+].[NH4+]. (6) Reactant: [Br:1][C:2]1[CH:7]=[CH:6][C:5]([OH:8])=[CH:4][C:3]=1[O:9][C:10]([F:13])([F:12])[F:11].C([O-])([O-])=O.[Cs+].[Cs+].[CH2:20](Cl)[C:21]1[CH:26]=[CH:25][CH:24]=[CH:23][CH:22]=1. Product: [CH2:20]([O:8][C:5]1[CH:6]=[CH:7][C:2]([Br:1])=[C:3]([O:9][C:10]([F:12])([F:11])[F:13])[CH:4]=1)[C:21]1[CH:26]=[CH:25][CH:24]=[CH:23][CH:22]=1. The catalyst class is: 3.